From a dataset of HIV replication inhibition screening data with 41,000+ compounds from the AIDS Antiviral Screen. Binary Classification. Given a drug SMILES string, predict its activity (active/inactive) in a high-throughput screening assay against a specified biological target. The result is 0 (inactive). The compound is O=S(=O)(NCCSSCCNS(=O)(=O)c1ccc2ccccc2c1)c1ccc2ccccc2c1.